Dataset: Reaction yield outcomes from USPTO patents with 853,638 reactions. Task: Predict the reaction yield, written as a fraction of the theoretical maximum amount of product (1.0 means a 100% yield; for example, 0.34 means a 34% yield). The reactants are N[C:2]1[CH:7]=[CH:6][C:5]([CH:8]([CH3:14])[C:9]([O:11][CH2:12][CH3:13])=[O:10])=[CH:4][C:3]=1[O:15][CH3:16].O.C1(C)C=CC(S(O)(=O)=O)=CC=1.N([O-])=O.[Na+].[I-:33].[K+]. The catalyst is C(#N)C.O.C(OCC)(=O)C. The product is [I:33][C:2]1[CH:7]=[CH:6][C:5]([CH:8]([CH3:14])[C:9]([O:11][CH2:12][CH3:13])=[O:10])=[CH:4][C:3]=1[O:15][CH3:16]. The yield is 0.700.